This data is from Catalyst prediction with 721,799 reactions and 888 catalyst types from USPTO. The task is: Predict which catalyst facilitates the given reaction. (1) Reactant: [Br:1][C:2]1[N:7]=[C:6]([CH2:8][C:9]([NH:11][NH:12][C:13]([CH:15]2[CH2:17][CH2:16]2)=[O:14])=O)[CH:5]=[CH:4][CH:3]=1.CC[N+](S(N=C(OC)[O-])(=O)=O)(CC)CC. Product: [Br:1][C:2]1[CH:3]=[CH:4][CH:5]=[C:6]([CH2:8][C:9]2[O:14][C:13]([CH:15]3[CH2:17][CH2:16]3)=[N:12][N:11]=2)[N:7]=1. The catalyst class is: 1. (2) Reactant: Br[C:2]1[CH:3]=[CH:4][CH:5]=[C:6]2[C:10]=1[NH:9][C:8](=[O:11])[C:7]12[C:15]2=[CH:16][C:17]3[O:21][CH2:20][O:19][C:18]=3[CH:22]=[C:14]2[O:13][CH2:12]1.[CH3:23][N:24](C)C=O. Product: [O:11]=[C:8]1[C:7]2([C:15]3=[CH:16][C:17]4[O:21][CH2:20][O:19][C:18]=4[CH:22]=[C:14]3[O:13][CH2:12]2)[C:6]2[C:10](=[C:2]([C:23]#[N:24])[CH:3]=[CH:4][CH:5]=2)[NH:9]1. The catalyst class is: 267. (3) Reactant: [CH3:1][CH:2]([C:8]([CH3:10])=O)[C:3]([O:5][CH2:6][CH3:7])=[O:4].[F:11][C:12]1[CH:17]=[C:16]([F:18])C=[CH:14][C:13]=1C#C.[F-].[CH2:22]([N+](CCCC)(CCCC)CCCC)CCC. Product: [F:18][C:16]1[CH:17]=[C:12]([F:11])[CH:13]=[CH:14][C:10]=1[C:8]1[CH:7]=[C:6]([CH3:22])[O:5][C:3](=[O:4])[C:2]=1[CH3:1]. The catalyst class is: 11. (4) Reactant: CS(C)=O.[H-].[Na+].[I-].[CH3:8][S+](C)C.[F:12][C:13]1[CH:18]=[CH:17][C:16]([C:19](=[O:22])[CH2:20][CH3:21])=[CH:15][CH:14]=1. Product: [CH2:20]([C:19]1([C:16]2[CH:15]=[CH:14][C:13]([F:12])=[CH:18][CH:17]=2)[CH2:8][O:22]1)[CH3:21]. The catalyst class is: 1. (5) Reactant: [Cl:1][C:2]1[CH:3]=[C:4]([CH2:10][F:11])[C:5]([CH:8]=[O:9])=[N:6][CH:7]=1.[OH-:12].[Na+]. Product: [Cl:1][C:2]1[CH:3]=[C:4]([CH2:10][F:11])[C:5]([C:8]([OH:12])=[O:9])=[N:6][CH:7]=1. The catalyst class is: 20.